Predict which catalyst facilitates the given reaction. From a dataset of Catalyst prediction with 721,799 reactions and 888 catalyst types from USPTO. (1) Reactant: [Li+].[OH-].[F:3][C:4]1[CH:5]=[C:6]([C:11]2[CH:16]=[CH:15][C:14]([C:17]([NH:19][C@H:20]([C:28]([O:30]C)=[O:29])[C@@H:21]([CH3:27])[O:22][C:23]([CH3:26])([CH3:25])[CH3:24])=[O:18])=[C:13]([NH:32][C:33]([NH:35][C:36]3[C:41]([CH3:42])=[CH:40][C:39]([CH3:43])=[CH:38][C:37]=3[CH3:44])=[O:34])[CH:12]=2)[CH:7]=[CH:8][C:9]=1[F:10]. Product: [F:3][C:4]1[CH:5]=[C:6]([C:11]2[CH:16]=[CH:15][C:14]([C:17]([NH:19][C@H:20]([C:28]([OH:30])=[O:29])[C@@H:21]([CH3:27])[O:22][C:23]([CH3:24])([CH3:25])[CH3:26])=[O:18])=[C:13]([NH:32][C:33]([NH:35][C:36]3[C:37]([CH3:44])=[CH:38][C:39]([CH3:43])=[CH:40][C:41]=3[CH3:42])=[O:34])[CH:12]=2)[CH:7]=[CH:8][C:9]=1[F:10]. The catalyst class is: 776. (2) Reactant: [Cl:1][C:2]1[CH:7]=[CH:6][CH:5]=[C:4]([Cl:8])[C:3]=1[CH2:9][S:10]([C:13]1[CH:14]=[C:15]2[C:19](=[CH:20][CH:21]=1)[NH:18][C:17](=[O:22])/[C:16]/2=[CH:23]\[C:24]1[NH:28][C:27]([CH3:29])=[C:26]([CH2:30][C:31](O)=[O:32])[C:25]=1[CH3:34])(=[O:12])=[O:11].C1C=CC2N(O)N=NC=2C=1.CCN=C=NCCCN(C)C.[NH2:56][CH2:57][CH:58]([OH:64])[CH2:59][NH:60][CH:61]1[CH2:63][CH2:62]1. Product: [CH:61]1([NH:60][CH2:59][CH:58]([OH:64])[CH2:57][NH:56][C:31](=[O:32])[CH2:30][C:26]2[C:25]([CH3:34])=[C:24](/[CH:23]=[C:16]3\[C:17](=[O:22])[NH:18][C:19]4[C:15]\3=[CH:14][C:13]([S:10]([CH2:9][C:3]3[C:4]([Cl:8])=[CH:5][CH:6]=[CH:7][C:2]=3[Cl:1])(=[O:11])=[O:12])=[CH:21][CH:20]=4)[NH:28][C:27]=2[CH3:29])[CH2:63][CH2:62]1. The catalyst class is: 3. (3) Reactant: [Br:1][C:2]1[C:3]([CH3:10])=[N:4][CH:5]=[C:6]([F:9])[C:7]=1[CH3:8].ClC1C=C(C=CC=1)C(OO)=[O:16]. Product: [Br:1][C:2]1[C:3]([CH3:10])=[N+:4]([O-:16])[CH:5]=[C:6]([F:9])[C:7]=1[CH3:8]. The catalyst class is: 4.